Dataset: Reaction yield outcomes from USPTO patents with 853,638 reactions. Task: Predict the reaction yield, written as a fraction of the theoretical maximum amount of product (1.0 means a 100% yield; for example, 0.34 means a 34% yield). (1) The reactants are [Cl:1][C:2]1[CH:10]=[CH:9][C:5]([C:6]([OH:8])=O)=[CH:4][C:3]=1[OH:11].[CH2:12]1[C@H:21]2[C@H:16]([CH2:17][CH2:18][C:19]3[CH:25]=[CH:24][CH:23]=[CH:22][C:20]=32)[NH:15][CH2:14][CH2:13]1.F[P-](F)(F)(F)(F)F.N1(OC(N(C)C)=[N+](C)C)C2N=CC=CC=2N=N1. No catalyst specified. The product is [Cl:1][C:2]1[CH:10]=[CH:9][C:5]([C:6]([N:15]2[C@@H:16]3[C@@H:21]([C:20]4[CH:22]=[CH:23][CH:24]=[CH:25][C:19]=4[CH2:18][CH2:17]3)[CH2:12][CH2:13][CH2:14]2)=[O:8])=[CH:4][C:3]=1[OH:11]. The yield is 0.460. (2) The reactants are F[C:2](F)(F)[C:3]1[CH:8]=[CH:7][C:6]([CH:9]([NH2:13])[CH2:10][CH2:11][CH3:12])=[CH:5][CH:4]=1.[Cl:16][C:17]1[CH:22]=[N:21][CH:20]=[C:19](Cl)[N:18]=1.C(=O)([O-])[O-].[K+].[K+]. The catalyst is O1CCOCC1.C(OCC)(=O)C.O. The product is [Cl:16][C:17]1[N:18]=[C:19]([NH:13][CH:9]([C:6]2[CH:7]=[CH:8][C:3]([CH3:2])=[CH:4][CH:5]=2)[CH2:10][CH2:11][CH3:12])[CH:20]=[N:21][CH:22]=1. The yield is 0.0500.